Dataset: NCI-60 drug combinations with 297,098 pairs across 59 cell lines. Task: Regression. Given two drug SMILES strings and cell line genomic features, predict the synergy score measuring deviation from expected non-interaction effect. Drug 1: CC1=C(C(=O)C2=C(C1=O)N3CC4C(C3(C2COC(=O)N)OC)N4)N. Drug 2: B(C(CC(C)C)NC(=O)C(CC1=CC=CC=C1)NC(=O)C2=NC=CN=C2)(O)O. Cell line: MOLT-4. Synergy scores: CSS=63.2, Synergy_ZIP=-0.351, Synergy_Bliss=-1.85, Synergy_Loewe=-2.90, Synergy_HSA=0.304.